From a dataset of Reaction yield outcomes from USPTO patents with 853,638 reactions. Predict the reaction yield, written as a fraction of the theoretical maximum amount of product (1.0 means a 100% yield; for example, 0.34 means a 34% yield). (1) The product is [Cl:25][C:18]1[CH:19]=[C:20]([O:23][CH3:24])[CH:21]=[CH:22][C:17]=1[CH2:16][C:11]([C:8]1[CH:9]=[CH:10][C:5]2[O:4][C:3](=[O:14])[N:2]([CH3:1])[C:6]=2[CH:7]=1)=[O:12]. The catalyst is COCCOC.[Zn].C1C=CC([P]([Pd]([P](C2C=CC=CC=2)(C2C=CC=CC=2)C2C=CC=CC=2)([P](C2C=CC=CC=2)(C2C=CC=CC=2)C2C=CC=CC=2)[P](C2C=CC=CC=2)(C2C=CC=CC=2)C2C=CC=CC=2)(C2C=CC=CC=2)C2C=CC=CC=2)=CC=1. The reactants are [CH3:1][N:2]1[C:6]2[CH:7]=[C:8]([C:11](Cl)=[O:12])[CH:9]=[CH:10][C:5]=2[O:4][C:3]1=[O:14].Br[CH2:16][C:17]1[CH:22]=[CH:21][C:20]([O:23][CH3:24])=[CH:19][C:18]=1[Cl:25].C([O-])(O)=O.[Na+]. The yield is 0.550. (2) The reactants are [NH2:1][C:2]1[CH:7]=[CH:6][C:5]([CH2:8][CH3:9])=[CH:4][C:3]=1[NH:10][CH:11]1[CH2:16][CH2:15][N:14]([CH:17]2[CH2:22][CH2:21][O:20][CH2:19][CH2:18]2)[CH2:13][CH2:12]1.[C:23](N1C=CN=C1)(N1C=CN=C1)=[O:24].[ClH:35]. The catalyst is ClCCl.O1CCOCC1. The product is [ClH:35].[CH2:8]([C:5]1[CH:6]=[CH:7][C:2]2[NH:1][C:23](=[O:24])[N:10]([CH:11]3[CH2:12][CH2:13][N:14]([CH:17]4[CH2:18][CH2:19][O:20][CH2:21][CH2:22]4)[CH2:15][CH2:16]3)[C:3]=2[CH:4]=1)[CH3:9]. The yield is 0.290. (3) The reactants are [CH3:1][C:2]([S@:5](/[N:7]=[CH:8]/[C:9]1[CH:14]=[CH:13][C:12]([O:15][C:16]([F:19])([F:18])[F:17])=[CH:11][CH:10]=1)=[O:6])([CH3:4])[CH3:3].[CH3:20][Mg]Br.CCOC(C)=O.CCCCCCC. The catalyst is C(Cl)Cl.CCOCC. The product is [CH3:4][C:2]([S@:5]([NH:7][C@H:8]([C:9]1[CH:14]=[CH:13][C:12]([O:15][C:16]([F:17])([F:18])[F:19])=[CH:11][CH:10]=1)[CH3:20])=[O:6])([CH3:1])[CH3:3]. The yield is 0.620. (4) The reactants are N1C=CC=CC=1.Cl.[CH3:8][NH:9][O:10][CH3:11].[C:12](Cl)(=[O:16])[CH2:13][CH2:14][CH3:15]. The catalyst is C(Cl)Cl.O. The product is [CH3:11][O:10][N:9]([CH3:8])[C:12](=[O:16])[CH2:13][CH2:14][CH3:15]. The yield is 0.890. (5) The reactants are [N:1]([CH:4]1[CH2:7][N:6]([C:8]([O:10][CH2:11][C:12]2[CH:17]=[CH:16][C:15]([N+:18]([O-:20])=[O:19])=[CH:14][CH:13]=2)=[O:9])[CH2:5]1)=[N+]=[N-].C1(P(C2C=CC=CC=2)C2C=CC=CC=2)C=CC=CC=1.O.O.O.O.O.O.O.O.O.O.S([O-])([O-])(=O)=O.[Na+].[Na+]. The catalyst is C(#N)C. The product is [NH2:1][CH:4]1[CH2:7][N:6]([C:8]([O:10][CH2:11][C:12]2[CH:17]=[CH:16][C:15]([N+:18]([O-:20])=[O:19])=[CH:14][CH:13]=2)=[O:9])[CH2:5]1. The yield is 0.960. (6) The reactants are [CH2:1]([O:8][C:9]([N:11]1[CH2:17][C:16]2[CH:18]=[C:19](/[CH:22]=[CH:23]/[C:24]([O:26]C(C)(C)C)=[O:25])[CH:20]=[N:21][C:15]=2[NH:14][C:13](=[O:31])[CH2:12]1)=[O:10])[C:2]1[CH:7]=[CH:6][CH:5]=[CH:4][CH:3]=1.C(O)(C(F)(F)F)=O.C(Cl)[Cl:40]. The catalyst is CCOCC. The product is [ClH:40].[CH2:1]([O:8][C:9]([N:11]1[CH2:17][C:16]2[CH:18]=[C:19](/[CH:22]=[CH:23]/[C:24]([OH:26])=[O:25])[CH:20]=[N:21][C:15]=2[NH:14][C:13](=[O:31])[CH2:12]1)=[O:10])[C:2]1[CH:7]=[CH:6][CH:5]=[CH:4][CH:3]=1. The yield is 0.910. (7) The reactants are C1(C[NH:8][C:9]2[C:18]3[C:13](=[CH:14][CH:15]=[C:16]([C:19]4[CH:24]=[CH:23][C:22]([C:25]([F:28])([F:27])[F:26])=[CH:21][CH:20]=4)[CH:17]=3)[NH:12][C:11](=[O:29])[CH:10]=2)C=CC=CC=1.[H][H]. The catalyst is C(O)(=O)C.Cl.[Pd]. The product is [NH2:8][C:9]1[C:18]2[C:13](=[CH:14][CH:15]=[C:16]([C:19]3[CH:20]=[CH:21][C:22]([C:25]([F:26])([F:27])[F:28])=[CH:23][CH:24]=3)[CH:17]=2)[NH:12][C:11](=[O:29])[CH:10]=1. The yield is 0.380. (8) The reactants are ClC[C:3]1[CH:4]=[C:5]([CH:26]=[CH:27][N:28]=1)[C:6]([NH:8][C:9]1[S:10][C:11]2[C:17]([CH:18]3[CH2:23][CH2:22][CH2:21][CH2:20][CH2:19]3)=[CH:16][CH:15]=[C:14]([O:24][CH3:25])[C:12]=2[N:13]=1)=[O:7].[NH:29]1[CH2:33][CH2:32][CH2:31][CH2:30]1.[CH2:34]1COCC1. No catalyst specified. The product is [CH:18]1([C:17]2[C:11]3[S:10][C:9]([NH:8][C:6](=[O:7])[C:5]4[CH:4]=[CH:3][N:28]=[C:27]([N:29]5[CH2:33][CH2:32][CH2:31][CH2:30]5)[C:26]=4[CH3:34])=[N:13][C:12]=3[C:14]([O:24][CH3:25])=[CH:15][CH:16]=2)[CH2:23][CH2:22][CH2:21][CH2:20][CH2:19]1. The yield is 0.180. (9) The reactants are Cl[C:2]1[CH:7]=[C:6]([NH:8][C:9]2[CH:16]=[CH:15][CH:14]=[CH:13][C:10]=2[C:11]#[N:12])[C:5]([Cl:17])=[CH:4][N:3]=1.[CH2:18]([N:20]1[C:24]([NH2:25])=[CH:23][C:22]([CH3:26])=[N:21]1)[CH3:19].C1C=CC(P(C2C(C3C(P(C4C=CC=CC=4)C4C=CC=CC=4)=CC=C4C=3C=CC=C4)=C3C(C=CC=C3)=CC=2)C2C=CC=CC=2)=CC=1.C(=O)([O-])[O-].[Cs+].[Cs+]. The product is [Cl:17][C:5]1[C:6]([NH:8][C:9]2[CH:16]=[CH:15][CH:14]=[CH:13][C:10]=2[C:11]#[N:12])=[CH:7][C:2]([NH:25][C:24]2[N:20]([CH2:18][CH3:19])[N:21]=[C:22]([CH3:26])[CH:23]=2)=[N:3][CH:4]=1. The yield is 0.456. The catalyst is O1CCOCC1.C([O-])(=O)C.[Pd+2].C([O-])(=O)C.